From a dataset of Peptide-MHC class I binding affinity with 185,985 pairs from IEDB/IMGT. Regression. Given a peptide amino acid sequence and an MHC pseudo amino acid sequence, predict their binding affinity value. This is MHC class I binding data. (1) The peptide sequence is KLVAYQATV. The MHC is HLA-A02:06 with pseudo-sequence HLA-A02:06. The binding affinity (normalized) is 0.765. (2) The peptide sequence is FELLHFISS. The MHC is HLA-A02:19 with pseudo-sequence HLA-A02:19. The binding affinity (normalized) is 0.0847. (3) The peptide sequence is MPTDGLVGF. The MHC is HLA-B51:01 with pseudo-sequence HLA-B51:01. The binding affinity (normalized) is 0.222. (4) The peptide sequence is VHGMNFTKL. The MHC is HLA-B48:01 with pseudo-sequence HLA-B48:01. The binding affinity (normalized) is 0.0847. (5) The peptide sequence is TTADHMHML. The MHC is HLA-B51:01 with pseudo-sequence HLA-B51:01. The binding affinity (normalized) is 0.0847. (6) The peptide sequence is CTSSTCMMCY. The MHC is HLA-A23:01 with pseudo-sequence HLA-A23:01. The binding affinity (normalized) is 0.